From a dataset of Catalyst prediction with 721,799 reactions and 888 catalyst types from USPTO. Predict which catalyst facilitates the given reaction. (1) Reactant: [CH3:1][OH:2].[F:3][C:4]([F:21])([F:20])[C:5]([C:11]1[CH:17]=[C:16]([I:18])[C:14]([NH2:15])=[C:13]([I:19])[CH:12]=1)(F)[C:6]([F:9])([F:8])[F:7].C[O-].[Na+]. Product: [F:3][C:4]([F:21])([F:20])[C:5]([C:11]1[CH:17]=[C:16]([I:18])[C:14]([NH2:15])=[C:13]([I:19])[CH:12]=1)([O:2][CH3:1])[C:6]([F:9])([F:8])[F:7]. The catalyst class is: 6. (2) Reactant: [H-].[Na+].[OH:3][C:4]1[C:9]([C@@H:10]2[CH2:14][CH2:13][N:12]([CH3:15])[C@H:11]2[CH2:16][OH:17])=[C:8]([O:18][CH3:19])[CH:7]=[C:6]([O:20][CH3:21])[C:5]=1[C:22](=[O:24])[CH3:23]. Product: [OH:3][C:4]1[C:9]([CH:10]2[CH2:14][CH2:13][N:12]([CH3:15])[CH:11]2[CH2:16][OH:17])=[C:8]([O:18][CH3:19])[CH:7]=[C:6]([O:20][CH3:21])[C:5]=1[C:22](=[O:24])[CH2:23][C:22]([C:5]1[CH:4]=[CH:9][CH:8]=[CH:7][C:6]=1[O:20][CH3:21])=[O:24]. The catalyst class is: 9. (3) Reactant: [Br:1][C:2]1[CH:3]=[C:4]([SH:9])[CH:5]=[CH:6][C:7]=1[CH3:8].[H-].[Na+].I[CH2:13][CH2:14][CH3:15].[O-:16]I(=O)(=O)=O.[Na+]. Product: [Br:1][C:2]1[CH:3]=[C:4]([S:9]([CH2:13][CH2:14][CH3:15])=[O:16])[CH:5]=[CH:6][C:7]=1[CH3:8]. The catalyst class is: 303. (4) Reactant: Cl[C:2]1[N:6]([CH3:7])[C:5]2[C:8]([CH:16]([CH2:19][CH3:20])[CH2:17][CH3:18])=[CH:9][CH:10]=[C:11]([C:12]([F:15])([F:14])[F:13])[C:4]=2[N:3]=1.[Cl:21][C:22]1[CH:23]=[C:24]([CH3:30])[C:25]([OH:29])=[C:26]([Cl:28])[CH:27]=1.C(=O)([O-])[O-].[K+].[K+].C(=O)(O)[O-].[Na+]. The catalyst class is: 9. Product: [Cl:28][C:26]1[CH:27]=[C:22]([Cl:21])[CH:23]=[C:24]([CH3:30])[C:25]=1[O:29][C:2]1[N:6]([CH3:7])[C:5]2[C:8]([CH:16]([CH2:17][CH3:18])[CH2:19][CH3:20])=[CH:9][CH:10]=[C:11]([C:12]([F:15])([F:14])[F:13])[C:4]=2[N:3]=1. (5) Reactant: [CH:1]1([C:7]2([CH3:23])[NH:11][C:10](=[O:12])[N:9]([CH2:13][C:14]3[CH:19]=[CH:18][C:17]([O:20][CH3:21])=[CH:16][CH:15]=3)[C:8]2=[O:22])[CH2:6][CH2:5][CH2:4][CH:3]=[CH:2]1.[H-].[Na+].[CH3:26]I. Product: [CH:1]1([C:7]2([CH3:23])[N:11]([CH3:26])[C:10](=[O:12])[N:9]([CH2:13][C:14]3[CH:15]=[CH:16][C:17]([O:20][CH3:21])=[CH:18][CH:19]=3)[C:8]2=[O:22])[CH2:6][CH2:5][CH2:4][CH:3]=[CH:2]1. The catalyst class is: 3. (6) Reactant: [NH2:1][C@@H:2]([CH2:12][O:13][CH2:14][O:15][CH3:16])[CH2:3][CH2:4][C:5]([O:7][C:8]([CH3:11])([CH3:10])[CH3:9])=[O:6].C(N(C(C)C)CC)(C)C.Br[CH2:27][C:28]([O:30][CH3:31])=[O:29].Cl[C:33]([O:35][CH2:36][CH:37]=[CH2:38])=[O:34]. Product: [CH2:36]([O:35][C:33]([N:1]([CH2:27][C:28]([O:30][CH3:31])=[O:29])[C@@H:2]([CH2:12][O:13][CH2:14][O:15][CH3:16])[CH2:3][CH2:4][C:5]([O:7][C:8]([CH3:11])([CH3:10])[CH3:9])=[O:6])=[O:34])[CH:37]=[CH2:38]. The catalyst class is: 24. (7) Product: [CH3:1][N:2]1[C:10]2[C:5](=[CH:6][C:7]([NH2:11])=[CH:8][CH:9]=2)[CH2:4][CH2:3]1. The catalyst class is: 13. Reactant: [CH3:1][N:2]1[C:10]2[C:5](=[CH:6][C:7]([N+:11]([O-])=O)=[CH:8][CH:9]=2)[CH2:4][CH2:3]1.[OH-].[Na+]. (8) Reactant: Cl[C:2]1[N:11]=[CH:10][C:9]2[C:4](=[CH:5][CH:6]=[C:7]([C:12]3[CH:17]=[CH:16][CH:15]=[CH:14][C:13]=3[CH3:18])[CH:8]=2)[N:3]=1.[NH2:19][C@@H:20]([CH3:38])[CH2:21][C:22]1[CH:23]=[C:24]([C@@H:28]([NH:30][C:31](=[O:37])[O:32][C:33]([CH3:36])([CH3:35])[CH3:34])[CH3:29])[CH:25]=[CH:26][CH:27]=1.C(=O)([O-])[O-].[Cs+].[Cs+]. Product: [C:33]([O:32][C:31](=[O:37])[NH:30][C@H:28]([C:24]1[CH:25]=[CH:26][CH:27]=[C:22]([CH2:21][C@@H:20]([NH:19][C:2]2[N:11]=[CH:10][C:9]3[C:4](=[CH:5][CH:6]=[C:7]([C:12]4[CH:17]=[CH:16][CH:15]=[CH:14][C:13]=4[CH3:18])[CH:8]=3)[N:3]=2)[CH3:38])[CH:23]=1)[CH3:29])([CH3:35])([CH3:34])[CH3:36]. The catalyst class is: 3.